From a dataset of NCI-60 drug combinations with 297,098 pairs across 59 cell lines. Regression. Given two drug SMILES strings and cell line genomic features, predict the synergy score measuring deviation from expected non-interaction effect. (1) Drug 1: C1=NC2=C(N1)C(=S)N=C(N2)N. Drug 2: CC1=C(C(CCC1)(C)C)C=CC(=CC=CC(=CC(=O)O)C)C. Cell line: MALME-3M. Synergy scores: CSS=33.2, Synergy_ZIP=-6.65, Synergy_Bliss=-3.02, Synergy_Loewe=-0.931, Synergy_HSA=0.158. (2) Drug 1: CCC1=CC2CC(C3=C(CN(C2)C1)C4=CC=CC=C4N3)(C5=C(C=C6C(=C5)C78CCN9C7C(C=CC9)(C(C(C8N6C)(C(=O)OC)O)OC(=O)C)CC)OC)C(=O)OC.C(C(C(=O)O)O)(C(=O)O)O. Drug 2: C1CCC(CC1)NC(=O)N(CCCl)N=O. Cell line: NCI/ADR-RES. Synergy scores: CSS=11.5, Synergy_ZIP=-4.72, Synergy_Bliss=-3.30, Synergy_Loewe=-4.01, Synergy_HSA=-4.01.